This data is from NCI-60 drug combinations with 297,098 pairs across 59 cell lines. The task is: Regression. Given two drug SMILES strings and cell line genomic features, predict the synergy score measuring deviation from expected non-interaction effect. (1) Drug 1: C1=CC(=CC=C1CCC2=CNC3=C2C(=O)NC(=N3)N)C(=O)NC(CCC(=O)O)C(=O)O. Drug 2: CC(C1=C(C=CC(=C1Cl)F)Cl)OC2=C(N=CC(=C2)C3=CN(N=C3)C4CCNCC4)N. Cell line: SF-268. Synergy scores: CSS=13.1, Synergy_ZIP=-4.38, Synergy_Bliss=-3.49, Synergy_Loewe=-8.31, Synergy_HSA=-4.70. (2) Drug 1: CNC(=O)C1=NC=CC(=C1)OC2=CC=C(C=C2)NC(=O)NC3=CC(=C(C=C3)Cl)C(F)(F)F. Drug 2: CC1CCCC2(C(O2)CC(NC(=O)CC(C(C(=O)C(C1O)C)(C)C)O)C(=CC3=CSC(=N3)C)C)C. Cell line: MCF7. Synergy scores: CSS=34.4, Synergy_ZIP=2.09, Synergy_Bliss=3.24, Synergy_Loewe=-15.1, Synergy_HSA=3.40. (3) Drug 1: COC1=CC(=CC(=C1O)OC)C2C3C(COC3=O)C(C4=CC5=C(C=C24)OCO5)OC6C(C(C7C(O6)COC(O7)C8=CC=CS8)O)O. Drug 2: C1CCC(CC1)NC(=O)N(CCCl)N=O. Cell line: LOX IMVI. Synergy scores: CSS=53.7, Synergy_ZIP=1.53, Synergy_Bliss=1.17, Synergy_Loewe=6.23, Synergy_HSA=8.45. (4) Drug 1: CC(C)(C#N)C1=CC(=CC(=C1)CN2C=NC=N2)C(C)(C)C#N. Drug 2: CN(C(=O)NC(C=O)C(C(C(CO)O)O)O)N=O. Cell line: MCF7. Synergy scores: CSS=-3.48, Synergy_ZIP=1.93, Synergy_Bliss=0.305, Synergy_Loewe=-1.51, Synergy_HSA=-2.52. (5) Drug 1: CC1=C(C(CCC1)(C)C)C=CC(=CC=CC(=CC(=O)O)C)C. Drug 2: C1CNP(=O)(OC1)N(CCCl)CCCl. Cell line: U251. Synergy scores: CSS=0.793, Synergy_ZIP=-1.27, Synergy_Bliss=-5.31, Synergy_Loewe=-3.22, Synergy_HSA=-3.08.